Dataset: Reaction yield outcomes from USPTO patents with 853,638 reactions. Task: Predict the reaction yield, written as a fraction of the theoretical maximum amount of product (1.0 means a 100% yield; for example, 0.34 means a 34% yield). (1) The reactants are [Br:1][C:2]1[CH:7]=[CH:6][N:5]=[C:4](F)[CH:3]=1.[O:9]1[CH2:14][CH2:13][CH:12]([NH2:15])[CH2:11][CH2:10]1.C(=O)([O-])[O-].[Cs+].[Cs+]. The catalyst is CS(C)=O.C(OCC)(=O)C. The product is [Br:1][C:2]1[CH:7]=[CH:6][N:5]=[C:4]([NH:15][CH:12]2[CH2:13][CH2:14][O:9][CH2:10][CH2:11]2)[CH:3]=1. The yield is 0.555. (2) The reactants are Br[C:2]1[C:3]([F:19])=[CH:4][C:5]2[O:11][CH2:10][CH2:9][N:8]3[CH:12]=[C:13]([C:15]([NH2:17])=[O:16])[N:14]=[C:7]3[C:6]=2[CH:18]=1.[CH3:20][N:21]1[CH:25]=[C:24]([C:26]([OH:30])([C:28]#[CH:29])[CH3:27])[N:23]=[C:22]1[CH3:31]. No catalyst specified. The product is [CH3:20][N:21]1[CH:25]=[C:24]([C:26]([OH:30])([CH3:27])[C:28]#[C:29][C:2]2[C:3]([F:19])=[CH:4][C:5]3[O:11][CH2:10][CH2:9][N:8]4[CH:12]=[C:13]([C:15]([NH2:17])=[O:16])[N:14]=[C:7]4[C:6]=3[CH:18]=2)[N:23]=[C:22]1[CH3:31]. The yield is 0.0400.